This data is from Retrosynthesis with 50K atom-mapped reactions and 10 reaction types from USPTO. The task is: Predict the reactants needed to synthesize the given product. (1) Given the product Cc1ccc(NC(=O)Nc2cc(C(C)(C)C)sc2CNC(=O)CNC(=O)OC(C)(C)C)cc1, predict the reactants needed to synthesize it. The reactants are: CC(C)(C)OC(=O)NCC(=O)O.Cc1ccc(NC(=O)Nc2cc(C(C)(C)C)sc2CN)cc1. (2) Given the product O=C(/C=C/c1ccoc1)N[C@H]1CN2CCC1CC2, predict the reactants needed to synthesize it. The reactants are: N[C@H]1CN2CCC1CC2.O=C(O)/C=C/c1ccoc1.